Dataset: Forward reaction prediction with 1.9M reactions from USPTO patents (1976-2016). Task: Predict the product of the given reaction. (1) Given the reactants I[C:2]1[CH:8]=[CH:7][CH:6]=[CH:5][C:3]=1[NH2:4].C1(P(C2C=CC=CC=2)C2C=CC=CC=2)C=CC=CC=1.C([O-])(=O)C.[K+].[N:33]1[CH:38]=[CH:37][C:36]([C:39]#[C:40][C:41]2[CH:46]=[CH:45][C:44]([F:47])=[CH:43][CH:42]=2)=[CH:35][CH:34]=1, predict the reaction product. The product is: [N:33]1[CH:38]=[CH:37][C:36]([C:39]2[C:2]3[C:3](=[CH:5][CH:6]=[CH:7][CH:8]=3)[NH:4][C:40]=2[C:41]2[CH:42]=[CH:43][C:44]([F:47])=[CH:45][CH:46]=2)=[CH:35][CH:34]=1. (2) Given the reactants C[O:2][C:3]([C:5]1[NH:6][C:7]([CH3:23])=[C:8]([C:21]#[N:22])[C:9]=1[NH:10][C:11]([NH:13][C:14]1[CH:19]=[CH:18][C:17]([Br:20])=[CH:16][CH:15]=1)=[O:12])=O.C(=O)([O-])[O-].[K+].[K+].CO, predict the reaction product. The product is: [Br:20][C:17]1[CH:18]=[CH:19][C:14]([N:13]2[C:3](=[O:2])[C:5]3[NH:6][C:7]([CH3:23])=[C:8]([C:21]#[N:22])[C:9]=3[NH:10][C:11]2=[O:12])=[CH:15][CH:16]=1. (3) Given the reactants [C:1]1([OH:7])[CH:6]=[CH:5][CH:4]=[CH:3][CH:2]=1.[CH2:8]([NH2:11])[CH:9]=C.C=O, predict the reaction product. The product is: [O:7]1[C:1]2[CH:6]=[CH:5][CH:4]=[CH:3][C:2]=2[CH:9]=[CH:8][NH:11]1.